This data is from Forward reaction prediction with 1.9M reactions from USPTO patents (1976-2016). The task is: Predict the product of the given reaction. (1) Given the reactants [C:1]([N:9]1[CH2:14][CH2:13][N:12]([C:15](=[O:29])[C:16]([C:18]2[C:26]3[C:21](=[N:22][C:23](C#N)=[CH:24][CH:25]=3)[NH:20][CH:19]=2)=[O:17])[C@H:11]([CH3:30])[CH2:10]1)(=[O:8])[C:2]1[CH:7]=[CH:6][CH:5]=[CH:4][CH:3]=1.[N-:31]=[N+:32]=[N-:33].[Na+].[CH3:35][N:36](C=O)C, predict the reaction product. The product is: [C:1]([N:9]1[CH2:14][CH2:13][N:12]([C:15](=[O:29])[C:16]([C:18]2[C:26]3[C:21](=[N:22][C:23]([N:31]4[CH:35]=[N:36][N:33]=[N:32]4)=[CH:24][CH:25]=3)[NH:20][CH:19]=2)=[O:17])[C@H:11]([CH3:30])[CH2:10]1)(=[O:8])[C:2]1[CH:7]=[CH:6][CH:5]=[CH:4][CH:3]=1. (2) Given the reactants [F:1][C:2]1[CH:10]=[C:9]([C:11]([F:14])([F:13])[F:12])[CH:8]=[CH:7][C:3]=1[C:4]([OH:6])=O.C([O:17][C:18](=[O:40])[C:19]([O:22][C:23]1[CH:28]=[CH:27][C:26]([O:29][C:30]2[CH:35]=[CH:34][C:33]([CH3:36])=[C:32]([CH2:37][NH2:38])[CH:31]=2)=[CH:25][C:24]=1[CH3:39])([CH3:21])[CH3:20])C, predict the reaction product. The product is: [F:1][C:2]1[CH:10]=[C:9]([C:11]([F:14])([F:13])[F:12])[CH:8]=[CH:7][C:3]=1[C:4]([NH:38][CH2:37][C:32]1[CH:31]=[C:30]([CH:35]=[CH:34][C:33]=1[CH3:36])[O:29][C:26]1[CH:27]=[CH:28][C:23]([O:22][C:19]([CH3:21])([CH3:20])[C:18]([OH:40])=[O:17])=[C:24]([CH3:39])[CH:25]=1)=[O:6]. (3) The product is: [CH2:1]([O:3][C:4]([C:6]1[N:7]([CH2:18][C:19]2[C:28]3[C:23](=[CH:24][CH:25]=[CH:26][CH:27]=3)[CH:22]=[CH:21][CH:20]=2)[C:8]2[C:13]([C:14]=1[CH2:15][NH:16][C:31]([O:33][CH3:34])=[O:32])=[CH:12][C:11]([F:17])=[CH:10][CH:9]=2)=[O:5])[CH3:2]. Given the reactants [CH2:1]([O:3][C:4]([C:6]1[N:7]([CH2:18][C:19]2[C:28]3[C:23](=[CH:24][CH:25]=[CH:26][CH:27]=3)[CH:22]=[CH:21][CH:20]=2)[C:8]2[C:13]([C:14]=1[CH2:15][NH2:16])=[CH:12][C:11]([F:17])=[CH:10][CH:9]=2)=[O:5])[CH3:2].Cl.Cl[C:31]([O:33][CH3:34])=[O:32], predict the reaction product. (4) Given the reactants Cl[C:2]1[CH:7]=[C:6]([C:8]([F:11])([F:10])[F:9])[N:5]=[C:4]([C:12]2[CH:17]=[N:16][CH:15]=[CH:14][N:13]=2)[N:3]=1.[CH3:18][O:19][C:20]1[CH:21]=[C:22]([CH:24]=[C:25]([O:27][CH3:28])[CH:26]=1)[NH2:23], predict the reaction product. The product is: [CH3:28][O:27][C:25]1[CH:24]=[C:22]([CH:21]=[C:20]([O:19][CH3:18])[CH:26]=1)[NH:23][C:2]1[CH:7]=[C:6]([C:8]([F:11])([F:10])[F:9])[N:5]=[C:4]([C:12]2[CH:17]=[N:16][CH:15]=[CH:14][N:13]=2)[N:3]=1.